Predict the reactants needed to synthesize the given product. From a dataset of Full USPTO retrosynthesis dataset with 1.9M reactions from patents (1976-2016). (1) Given the product [CH3:21][C:22]([CH3:43])([CH3:42])[CH2:23][C:24]([NH:26][C:27]1[C:35]([C:9]#[C:8][C:10]2[CH:11]=[CH:12][C:13]([O:16][C:17]([F:18])([F:19])[F:20])=[CH:14][CH:15]=2)=[C:30]2[N:31]=[CH:32][CH:33]=[CH:34][N:29]2[N:28]=1)=[O:25], predict the reactants needed to synthesize it. The reactants are: C(N(CC)CC)C.[C:8]([C:10]1[CH:15]=[CH:14][C:13]([O:16][C:17]([F:20])([F:19])[F:18])=[CH:12][CH:11]=1)#[CH:9].[CH3:21][C:22]([CH3:43])([CH3:42])[CH2:23][C:24]([NH:26][C:27]1[C:35](C2C=NC=CC=2)=[C:30]2[N:31]=[CH:32][CH:33]=[CH:34][N:29]2[N:28]=1)=[O:25]. (2) Given the product [NH2:1][C:2]1[N:7]=[C:6]([O:29][CH2:28][CH2:27][OH:30])[C:5]([C:11]2[CH:12]=[CH:13][C:14](=[O:20])[N:15]([CH:17]([CH3:19])[CH3:18])[N:16]=2)=[C:4]([C:21]2[CH:26]=[CH:25][CH:24]=[CH:23][CH:22]=2)[N:3]=1, predict the reactants needed to synthesize it. The reactants are: [NH2:1][C:2]1[N:7]=[C:6](S(C)=O)[C:5]([C:11]2[CH:12]=[CH:13][C:14](=[O:20])[N:15]([CH:17]([CH3:19])[CH3:18])[N:16]=2)=[C:4]([C:21]2[CH:26]=[CH:25][CH:24]=[CH:23][CH:22]=2)[N:3]=1.[CH2:27]([OH:30])[CH2:28][OH:29]. (3) Given the product [NH2:16][C:4]1[CH:3]=[C:2]([F:1])[CH:7]=[CH:6][C:5]=1[NH:8][CH2:9][CH:10]([CH3:15])[C:11]([O:13][CH3:14])=[O:12], predict the reactants needed to synthesize it. The reactants are: [F:1][C:2]1[CH:7]=[CH:6][C:5]([NH:8][CH2:9][CH:10]([CH3:15])[C:11]([O:13][CH3:14])=[O:12])=[C:4]([N+:16]([O-])=O)[CH:3]=1.[Cl-].[NH4+]. (4) Given the product [CH2:1]([NH:10][C@H:11]([CH3:16])[C:12]([O:14][CH3:15])=[O:13])[C:2]1[CH:7]=[CH:6][CH:5]=[CH:4][CH:3]=1, predict the reactants needed to synthesize it. The reactants are: [CH:1](=O)[C:2]1[CH:7]=[CH:6][CH:5]=[CH:4][CH:3]=1.Cl.[NH2:10][C@H:11]([CH3:16])[C:12]([O:14][CH3:15])=[O:13]. (5) Given the product [CH3:27][O:26][C:20]1[CH:21]=[N:22][C:23]2[C:18]([N:19]=1)=[CH:17][C:16]([C:2]([C:3]1[CH:8]=[CH:7][C:6]([NH:9][C:10](=[O:15])[C:11]([CH3:13])([CH3:12])[CH3:14])=[CH:5][CH:4]=1)=[O:1])=[CH:25][CH:24]=2, predict the reactants needed to synthesize it. The reactants are: [OH:1][CH:2]([C:16]1[CH:17]=[C:18]2[C:23](=[CH:24][CH:25]=1)[N:22]=[CH:21][C:20]([O:26][CH3:27])=[N:19]2)[C:3]1[CH:8]=[CH:7][C:6]([NH:9][C:10](=[O:15])[C:11]([CH3:14])([CH3:13])[CH3:12])=[CH:5][CH:4]=1.